From a dataset of Catalyst prediction with 721,799 reactions and 888 catalyst types from USPTO. Predict which catalyst facilitates the given reaction. Reactant: Cl.C[O:3][C:4]([CH:6]1[CH2:13][CH:12]2[NH:14][CH:8]([CH2:9][CH2:10][CH2:11]2)[CH2:7]1)=[O:5].[CH2:15]([C@@H:17]1[CH2:22][CH2:21][C@H:20]([O:23][C:24]2[CH:25]=[C:26]3[C:31](=[CH:32][CH:33]=2)[CH:30]=[C:29]([CH:34]=O)[CH:28]=[CH:27]3)[CH2:19][CH2:18]1)[CH3:16].C(O[BH-](OC(=O)C)OC(=O)C)(=O)C.[Na+].[OH-].[Na+].O.Cl. Product: [CH2:15]([C@@H:17]1[CH2:22][CH2:21][C@H:20]([O:23][C:24]2[CH:25]=[C:26]3[C:31](=[CH:32][CH:33]=2)[CH:30]=[C:29]([CH2:34][N:14]2[CH:12]4[CH2:11][CH2:10][CH2:9][CH:8]2[CH2:7][CH:6]([C:4]([OH:3])=[O:5])[CH2:13]4)[CH:28]=[CH:27]3)[CH2:19][CH2:18]1)[CH3:16]. The catalyst class is: 36.